Dataset: Catalyst prediction with 721,799 reactions and 888 catalyst types from USPTO. Task: Predict which catalyst facilitates the given reaction. (1) Reactant: [Cl:1][C:2]1[CH:7]=[CH:6][CH:5]=[CH:4][C:3]=1[C:8]#[CH:9].[Li]CCCC.[CH2:15]([O:17][C:18](Cl)=[O:19])[CH3:16]. Product: [CH2:15]([O:17][C:18](=[O:19])[C:9]#[C:8][C:3]1[CH:4]=[CH:5][CH:6]=[CH:7][C:2]=1[Cl:1])[CH3:16]. The catalyst class is: 1. (2) The catalyst class is: 116. Product: [Cl:6][C:7]1[C:12]([CH3:1])=[C:11]([Cl:13])[CH:10]=[CH:9][N:8]=1. Reactant: [CH2:1]([Li])CCC.[Cl:6][C:7]1[CH:12]=[C:11]([Cl:13])[CH:10]=[CH:9][N:8]=1.CI.CC(O)=O. (3) The catalyst class is: 31. Product: [F:7][C:8]1[CH:13]=[CH:12][C:11]([C:14]2[O:40][C:17]3=[N:18][CH:19]=[C:20]([C:22]4[CH:39]=[CH:38][CH:37]=[C:24]([C:25](=[O:26])[NH:27][C:28]([C:31]5[CH:36]=[CH:35][CH:34]=[CH:33][CH:32]=5)([CH3:30])[CH3:29])[CH:23]=4)[CH:21]=[C:16]3[C:15]=2[C:41]([OH:1])=[O:42])=[CH:10][CH:9]=1. Reactant: [OH:1]OS([O-])=O.[K+].[F:7][C:8]1[CH:13]=[CH:12][C:11]([C:14]2[O:40][C:17]3=[N:18][CH:19]=[C:20]([C:22]4[CH:23]=[C:24]([CH:37]=[CH:38][CH:39]=4)[C:25]([NH:27][C:28]([C:31]4[CH:36]=[CH:35][CH:34]=[CH:33][CH:32]=4)([CH3:30])[CH3:29])=[O:26])[CH:21]=[C:16]3[C:15]=2[CH:41]=[O:42])=[CH:10][CH:9]=1. (4) Reactant: [F:1][C:2]([F:10])([F:9])[C:3]1([C:6](O)=[O:7])[CH2:5][CH2:4]1.[C:11](N1C=CN=C1)(N1C=CN=C1)=O.[CH3:23][O:24][C:25]([CH:27]1[CH2:32][CH2:31][NH:30][CH2:29][CH2:28]1)=[O:26].O. Product: [CH2:23]([O:24][C:25]([CH:27]1[CH2:32][CH2:31][N:30]([C:6]([C:3]2([C:2]([F:10])([F:9])[F:1])[CH2:5][CH2:4]2)=[O:7])[CH2:29][CH2:28]1)=[O:26])[CH3:11]. The catalyst class is: 7. (5) Reactant: [Br:1][C:2]1[CH:3]=[CH:4][C:5]([F:19])=[C:6]([C@:8]23[CH2:16][O:15][C@H:14]([CH3:17])[C@H:13]2[CH2:12][S:11][C:10]([NH2:18])=[N:9]3)[CH:7]=1.[C:20](O[C:20]([O:22][C:23]([CH3:26])([CH3:25])[CH3:24])=[O:21])([O:22][C:23]([CH3:26])([CH3:25])[CH3:24])=[O:21]. Product: [C:23]([O:22][C:20]([N:18]([C:10]1[S:11][CH2:12][C@@H:13]2[C@@H:14]([CH3:17])[O:15][CH2:16][C@:8]2([C:6]2[CH:7]=[C:2]([Br:1])[CH:3]=[CH:4][C:5]=2[F:19])[N:9]=1)[C:20]([O:22][C:23]([CH3:26])([CH3:25])[CH3:24])=[O:21])=[O:21])([CH3:26])([CH3:25])[CH3:24]. The catalyst class is: 172. (6) Reactant: C(OC(=O)[NH:7][C@@H:8]1[C:17]2[C:12](=[CH:13][CH:14]=[CH:15][CH:16]=2)[C@H:11]([O:18][C:19]2[CH:24]=[CH:23][N:22]3[C:25]([CH:28]([CH3:30])[CH3:29])=[N:26][N:27]=[C:21]3[CH:20]=2)[CH2:10][CH2:9]1)(C)(C)C.C(O)(C(F)(F)F)=O. Product: [CH:28]([C:25]1[N:22]2[CH:23]=[CH:24][C:19]([O:18][C@H:11]3[C:12]4[C:17](=[CH:16][CH:15]=[CH:14][CH:13]=4)[C@@H:8]([NH2:7])[CH2:9][CH2:10]3)=[CH:20][C:21]2=[N:27][N:26]=1)([CH3:30])[CH3:29]. The catalyst class is: 2. (7) Reactant: Br[CH2:2][C:3]1[C:12]([C:13]#[N:14])=[CH:11][CH:10]=[CH:9][C:4]=1[C:5]([O:7][CH3:8])=[O:6].C1(=O)O[C:19](=[O:20])[C:18]2=[CH:22][CH:23]=[CH:24][CH:25]=[C:17]2[CH2:16]1.C(N(CC)CC)C. Product: [O:20]=[C:19]1[C:18]2[C:17](=[CH:25][CH:24]=[CH:23][CH:22]=2)[C:16]2[CH2:2][C:3]3[C:4]([C:5]([O:7][CH3:8])=[O:6])=[CH:9][CH:10]=[CH:11][C:12]=3[C:13]=2[NH:14]1. The catalyst class is: 10.